The task is: Regression. Given two drug SMILES strings and cell line genomic features, predict the synergy score measuring deviation from expected non-interaction effect.. This data is from NCI-60 drug combinations with 297,098 pairs across 59 cell lines. (1) Drug 1: CC1=C2C(C(=O)C3(C(CC4C(C3C(C(C2(C)C)(CC1OC(=O)C(C(C5=CC=CC=C5)NC(=O)C6=CC=CC=C6)O)O)OC(=O)C7=CC=CC=C7)(CO4)OC(=O)C)O)C)OC(=O)C. Drug 2: CC1=C(C(=CC=C1)Cl)NC(=O)C2=CN=C(S2)NC3=CC(=NC(=N3)C)N4CCN(CC4)CCO. Cell line: SW-620. Synergy scores: CSS=32.9, Synergy_ZIP=6.56, Synergy_Bliss=4.79, Synergy_Loewe=-4.40, Synergy_HSA=8.04. (2) Drug 1: CC1OCC2C(O1)C(C(C(O2)OC3C4COC(=O)C4C(C5=CC6=C(C=C35)OCO6)C7=CC(=C(C(=C7)OC)O)OC)O)O. Drug 2: N.N.Cl[Pt+2]Cl. Cell line: OVCAR-4. Synergy scores: CSS=4.92, Synergy_ZIP=-2.36, Synergy_Bliss=-0.301, Synergy_Loewe=-0.193, Synergy_HSA=0.493. (3) Drug 1: COC1=C(C=C2C(=C1)N=CN=C2NC3=CC(=C(C=C3)F)Cl)OCCCN4CCOCC4. Drug 2: C1=CC(=CC=C1CCC2=CNC3=C2C(=O)NC(=N3)N)C(=O)NC(CCC(=O)O)C(=O)O. Cell line: A549. Synergy scores: CSS=46.8, Synergy_ZIP=-5.22, Synergy_Bliss=-5.51, Synergy_Loewe=-4.17, Synergy_HSA=2.85. (4) Drug 1: CCC1(CC2CC(C3=C(CCN(C2)C1)C4=CC=CC=C4N3)(C5=C(C=C6C(=C5)C78CCN9C7C(C=CC9)(C(C(C8N6C=O)(C(=O)OC)O)OC(=O)C)CC)OC)C(=O)OC)O.OS(=O)(=O)O. Drug 2: C1=NC(=NC(=O)N1C2C(C(C(O2)CO)O)O)N. Cell line: SK-MEL-5. Synergy scores: CSS=48.7, Synergy_ZIP=0.112, Synergy_Bliss=5.63, Synergy_Loewe=-15.1, Synergy_HSA=0.113. (5) Drug 1: CCC1(CC2CC(C3=C(CCN(C2)C1)C4=CC=CC=C4N3)(C5=C(C=C6C(=C5)C78CCN9C7C(C=CC9)(C(C(C8N6C=O)(C(=O)OC)O)OC(=O)C)CC)OC)C(=O)OC)O.OS(=O)(=O)O. Drug 2: CC1CCC2CC(C(=CC=CC=CC(CC(C(=O)C(C(C(=CC(C(=O)CC(OC(=O)C3CCCCN3C(=O)C(=O)C1(O2)O)C(C)CC4CCC(C(C4)OC)OCCO)C)C)O)OC)C)C)C)OC. Cell line: MDA-MB-435. Synergy scores: CSS=15.2, Synergy_ZIP=2.63, Synergy_Bliss=3.38, Synergy_Loewe=-2.91, Synergy_HSA=4.49. (6) Drug 1: CC1OCC2C(O1)C(C(C(O2)OC3C4COC(=O)C4C(C5=CC6=C(C=C35)OCO6)C7=CC(=C(C(=C7)OC)O)OC)O)O. Drug 2: C1=NNC2=C1C(=O)NC=N2. Cell line: NCI-H226. Synergy scores: CSS=12.9, Synergy_ZIP=-1.17, Synergy_Bliss=-2.43, Synergy_Loewe=-13.6, Synergy_HSA=-3.80. (7) Drug 1: C1CCC(CC1)NC(=O)N(CCCl)N=O. Drug 2: CC1C(C(=O)NC(C(=O)N2CCCC2C(=O)N(CC(=O)N(C(C(=O)O1)C(C)C)C)C)C(C)C)NC(=O)C3=C4C(=C(C=C3)C)OC5=C(C(=O)C(=C(C5=N4)C(=O)NC6C(OC(=O)C(N(C(=O)CN(C(=O)C7CCCN7C(=O)C(NC6=O)C(C)C)C)C)C(C)C)C)N)C. Cell line: 786-0. Synergy scores: CSS=21.4, Synergy_ZIP=-0.164, Synergy_Bliss=2.84, Synergy_Loewe=1.72, Synergy_HSA=2.82. (8) Drug 2: CC(C)(C#N)C1=CC(=CC(=C1)CN2C=NC=N2)C(C)(C)C#N. Cell line: SK-MEL-28. Synergy scores: CSS=-4.11, Synergy_ZIP=2.29, Synergy_Bliss=-1.03, Synergy_Loewe=-4.01, Synergy_HSA=-5.26. Drug 1: CC1=CC2C(CCC3(C2CCC3(C(=O)C)OC(=O)C)C)C4(C1=CC(=O)CC4)C. (9) Drug 1: CC1C(C(=O)NC(C(=O)N2CCCC2C(=O)N(CC(=O)N(C(C(=O)O1)C(C)C)C)C)C(C)C)NC(=O)C3=C4C(=C(C=C3)C)OC5=C(C(=O)C(=C(C5=N4)C(=O)NC6C(OC(=O)C(N(C(=O)CN(C(=O)C7CCCN7C(=O)C(NC6=O)C(C)C)C)C)C(C)C)C)N)C. Drug 2: CC1=CC=C(C=C1)C2=CC(=NN2C3=CC=C(C=C3)S(=O)(=O)N)C(F)(F)F. Cell line: UACC62. Synergy scores: CSS=35.9, Synergy_ZIP=13.9, Synergy_Bliss=14.0, Synergy_Loewe=12.5, Synergy_HSA=12.9.